Dataset: Full USPTO retrosynthesis dataset with 1.9M reactions from patents (1976-2016). Task: Predict the reactants needed to synthesize the given product. (1) Given the product [CH2:30]([C@H:29]1[CH2:28][NH:27][CH2:26][C@H:25]1[NH:24][C:5]1[C:6]2[N:7]([CH:10]=[C:11]([C:13]3[N:14]=[N:15][N:16]([C:18]4[CH:23]=[CH:22][CH:21]=[CH:20][CH:19]=4)[CH:17]=3)[CH:12]=2)[N:8]=[CH:9][C:4]=1[C:1]([NH2:2])=[O:3])[CH3:31], predict the reactants needed to synthesize it. The reactants are: [C:1]([C:4]1[CH:9]=[N:8][N:7]2[CH:10]=[C:11]([C:13]3[N:14]=[N:15][N:16]([C:18]4[CH:23]=[CH:22][CH:21]=[CH:20][CH:19]=4)[CH:17]=3)[CH:12]=[C:6]2[C:5]=1[NH:24][C@H:25]1[C@@H:29]([CH2:30][CH3:31])[CH2:28][N:27](C(OC(C)(C)C)=O)[CH2:26]1)(=[O:3])[NH2:2].Cl.O1CCOCC1. (2) Given the product [ClH:34].[C:25]1([C:28]2[CH:29]=[CH:30][CH:31]=[CH:32][CH:33]=2)[CH:24]=[CH:23][C:22]([O:21][C:18]2[CH:19]=[CH:20][C:15]([O:14][CH2:13][C@H:9]3[CH2:10][CH2:11][CH2:12][NH:8]3)=[CH:16][CH:17]=2)=[CH:27][CH:26]=1, predict the reactants needed to synthesize it. The reactants are: C(OC([N:8]1[CH2:12][CH2:11][CH2:10][C@@H:9]1[CH2:13][O:14][C:15]1[CH:20]=[CH:19][C:18]([O:21][C:22]2[CH:27]=[CH:26][C:25]([C:28]3[CH:33]=[CH:32][CH:31]=[CH:30][CH:29]=3)=[CH:24][CH:23]=2)=[CH:17][CH:16]=1)=O)(C)(C)C.[ClH:34]. (3) Given the product [C:1]([O:5][C:6]([NH:8][CH:9]1[CH2:14][C:13]([CH3:19])([C:15]([O:17][CH3:18])=[O:16])[CH2:12][CH2:11][CH2:10]1)=[O:7])([CH3:4])([CH3:3])[CH3:2], predict the reactants needed to synthesize it. The reactants are: [C:1]([O:5][C:6]([NH:8][CH:9]1[CH2:14][C:13]([CH3:19])([C:15]([O:17][CH3:18])=[O:16])[CH2:12][CH:11]=[CH:10]1)=[O:7])([CH3:4])([CH3:3])[CH3:2]. (4) Given the product [CH3:11][C@H:1]1[C@H:10]2[CH2:9][CH2:8][CH2:7][CH2:6][N:5]2[CH2:4][CH2:3][CH2:2]1, predict the reactants needed to synthesize it. The reactants are: [C@H:1]1([CH2:11]N)[C@@H:10]2[N:5]([CH2:6][CH2:7][CH2:8][CH2:9]2)[CH2:4][CH2:3][CH2:2]1.C([O-])(O)=O.[Na+].CO. (5) Given the product [F:22][C@H:23]1[C@@H:28]([S:29][CH3:30])[CH2:27][CH2:26][N:25]([C:2]2[N:7]=[C:6]([NH:8][C:9]3[N:14]=[CH:13][C:12]4[N:15]=[C:16]([CH3:21])[N:17]([CH:18]([CH3:20])[CH3:19])[C:11]=4[CH:10]=3)[CH:5]=[CH:4][N:3]=2)[CH2:24]1, predict the reactants needed to synthesize it. The reactants are: Cl[C:2]1[N:7]=[C:6]([NH:8][C:9]2[N:14]=[CH:13][C:12]3[N:15]=[C:16]([CH3:21])[N:17]([CH:18]([CH3:20])[CH3:19])[C:11]=3[CH:10]=2)[CH:5]=[CH:4][N:3]=1.[F:22][C@H:23]1[C@@H:28]([S:29][CH3:30])[CH2:27][CH2:26][NH:25][CH2:24]1.C(N(CC)C(C)C)(C)C. (6) Given the product [CH3:10][N:9]([O:8][CH3:4])[C:31]([C:27]1[N:26]([CH3:25])[CH:30]=[CH:29][N:28]=1)=[O:33], predict the reactants needed to synthesize it. The reactants are: CN([C:4]([O:8][N:9]1N=NC2C=CC=N[C:10]1=2)=[N+](C)C)C.F[P-](F)(F)(F)(F)F.[CH3:25][N:26]1[CH:30]=[CH:29][N:28]=[C:27]1[C:31]([OH:33])=O.Cl.CNOC.C(N(C(C)C)CC)(C)C. (7) Given the product [NH2:37][C:7]1[C:8]2=[N:19][CH:18]=[C:17]([NH:20][C:21](=[O:22])[O:23][C:24]([CH3:26])([CH3:25])[CH3:27])[CH:16]=[C:15]2[O:11][N:10]=1, predict the reactants needed to synthesize it. The reactants are: C(=O)([O-])[O-].[K+].[K+].[C:7]([NH:10][OH:11])(=O)[CH3:8].C(C1[N:19]=[CH:18][C:17]([N:20](C(OC(C)(C)C)=O)[C:21]([O:23][C:24]([CH3:27])([CH3:26])[CH3:25])=[O:22])=[CH:16][C:15]=1F)#N.C[N:37](C=O)C. (8) Given the product [N+:2]([O-:5])([O-:4])=[O:3].[Co+2:1].[N+:2]([O-:5])([O-:4])=[O:3], predict the reactants needed to synthesize it. The reactants are: [Co:1].[N+:2]([O-:5])([OH:4])=[O:3]. (9) Given the product [C:36]([O:56][C:54]([N:71]1[CH2:66][CH2:67][CH:68]([O:74][C:6]2[C:5]([C:22](=[O:31])[C:23]3[CH:28]=[CH:27][CH:26]=[CH:25][CH:24]=3)=[C:4]([NH2:3])[N:8]([C:9]3[CH:10]=[C:11]([C:12](=[O:13])[NH:14][CH:15]4[CH2:16][CH2:17]4)[CH:18]=[CH:19][C:20]=3[CH3:21])[N:7]=2)[CH2:69][CH2:64]1)=[O:55])([CH3:41])([CH3:37])[CH3:35], predict the reactants needed to synthesize it. The reactants are: [H-].[Na+].[NH2:3][C:4]1[N:8]([C:9]2[CH:10]=[C:11]([CH:18]=[CH:19][C:20]=2[CH3:21])[C:12]([NH:14][CH:15]2[CH2:17][CH2:16]2)=[O:13])[N:7]=[CH:6][C:5]=1[C:22](=[O:31])[C:23]1[CH:28]=[CH:27][CH:26]=[C:25](CO)[CH:24]=1.C(O[C:35](=O)[C:36]1[CH:41]=CC=C(OCCN2CCOCC2)[CH:37]=1)C.FC(F)(F)[C:54]([OH:56])=[O:55].C1(NC(=O)[C:64]2[CH:69]=[CH:68][C:67](C)=[C:66]([NH:71]N)C=2)CC1.[O:74]1CCOCC1.